From a dataset of Peptide-MHC class II binding affinity with 134,281 pairs from IEDB. Regression. Given a peptide amino acid sequence and an MHC pseudo amino acid sequence, predict their binding affinity value. This is MHC class II binding data. The peptide sequence is PRLLYAKSSPAYPSV. The MHC is DRB5_0101 with pseudo-sequence DRB5_0101. The binding affinity (normalized) is 0.683.